Task: Predict the product of the given reaction.. Dataset: Forward reaction prediction with 1.9M reactions from USPTO patents (1976-2016) (1) Given the reactants [CH2:1]([C:3]1[C:11]([CH3:12])=[C:10]2[C:6]([C:7](=[O:13])[O:8][CH2:9]2)=[C:5]([O:14][CH2:15][CH2:16][Si:17]([CH3:20])([CH3:19])[CH3:18])[C:4]=1[CH2:21][CH:22]=[C:23]([CH3:26])[CH:24]=O)[CH3:2].[NH2:27][CH2:28][CH2:29][P:30](=[O:33])([OH:32])[OH:31].[C:34](O)(=O)[CH3:35].[C:38](O[BH-](OC(=O)C)OC(=O)C)(=O)[CH3:39].[Na+], predict the reaction product. The product is: [CH2:38]([O:33][P:30]([CH2:29][CH2:28][NH:27][CH2:26][C:23]([CH3:24])=[CH:22][CH2:21][C:4]1[C:5]([O:14][CH2:15][CH2:16][Si:17]([CH3:19])([CH3:18])[CH3:20])=[C:6]2[C:10](=[C:11]([CH3:12])[C:3]=1[CH2:1][CH3:2])[CH2:9][O:8][C:7]2=[O:13])(=[O:32])[O:31][CH2:34][CH3:35])[CH3:39]. (2) Given the reactants [N+:1]([C:4]1[CH:12]=[CH:11][CH:10]=[C:9]2[C:5]=1[CH:6]=[N:7][NH:8]2)([O-:3])=[O:2].[C:13](=[O:16])([O-])[O-].[K+].[K+].Cl.[NH:20]1[CH2:25][CH2:24]O[CH2:22][CH2:21]1.[CH3:26]N(C=O)C, predict the reaction product. The product is: [N:20]1([CH2:25][CH2:24][N:8]2[C:9]3[C:5](=[C:4]([N+:1]([O-:3])=[O:2])[CH:12]=[CH:11][CH:10]=3)[CH:6]=[N:7]2)[CH2:26][CH2:13][O:16][CH2:22][CH2:21]1. (3) Given the reactants [SH:1][CH2:2][CH2:3][OH:4].[OH-].[Na+].CN(C)C=O.[Br:12][C:13]1[CH:14]=[N:15][CH:16]=[C:17](Br)[CH:18]=1, predict the reaction product. The product is: [Br:12][C:13]1[CH:18]=[C:17]([S:1][CH2:2][CH2:3][OH:4])[CH:16]=[N:15][CH:14]=1. (4) Given the reactants [OH-].[Na+].[Cl:3][C:4]1[CH:5]=[C:6]([C:14]2[O:18][N:17]=[C:16]([C:19]3[CH:27]=[CH:26][CH:25]=[C:24]4[C:20]=3[CH:21]=[N:22][N:23]4[CH2:28][CH:29]([CH3:34])[C:30]([O:32]C)=[O:31])[N:15]=2)[CH:7]=[CH:8][C:9]=1[O:10][CH:11]([CH3:13])[CH3:12].Cl, predict the reaction product. The product is: [Cl:3][C:4]1[CH:5]=[C:6]([C:14]2[O:18][N:17]=[C:16]([C:19]3[CH:27]=[CH:26][CH:25]=[C:24]4[C:20]=3[CH:21]=[N:22][N:23]4[CH2:28][CH:29]([CH3:34])[C:30]([OH:32])=[O:31])[N:15]=2)[CH:7]=[CH:8][C:9]=1[O:10][CH:11]([CH3:13])[CH3:12]. (5) The product is: [C:11]1([CH2:10][CH2:9][CH:8]([N:7]2[C:29](=[O:30])[C:28]3=[CH:32][CH:33]=[CH:34][CH:35]=[C:27]3[C:26]2=[O:36])[C:17]([OH:19])=[O:18])[CH:12]=[CH:13][CH:14]=[CH:15][CH:16]=1. Given the reactants C(=O)([O-])[O-].[Na+].[Na+].[NH2:7][C@H:8]([C:17]([OH:19])=[O:18])[CH2:9][CH2:10][C:11]1[CH:16]=[CH:15][CH:14]=[CH:13][CH:12]=1.C(OC(N[C:26](=[O:36])[C:27]1[C:28](=[CH:32][CH:33]=[CH:34][CH:35]=1)[C:29](N)=[O:30])=O)C, predict the reaction product. (6) Given the reactants [CH3:1][N:2]([CH:13]1[CH2:18][CH2:17][NH:16][C:15](=[O:19])[CH2:14]1)[C:3](=[O:12])[O:4][CH2:5][C:6]1[CH:11]=[CH:10][CH:9]=[CH:8][CH:7]=1.Cl.Br[C:22]1[CH:27]=[CH:26][N:25]=[CH:24][CH:23]=1.C([O-])([O-])=O.[Cs+].[Cs+].CC1(C)C2C(=C(P(C3C=CC=CC=3)C3C=CC=CC=3)C=CC=2)OC2C(P(C3C=CC=CC=3)C3C=CC=CC=3)=CC=CC1=2, predict the reaction product. The product is: [CH3:1][N:2]([CH:13]1[CH2:18][CH2:17][N:16]([C:22]2[CH:27]=[CH:26][N:25]=[CH:24][CH:23]=2)[C:15](=[O:19])[CH2:14]1)[C:3](=[O:12])[O:4][CH2:5][C:6]1[CH:11]=[CH:10][CH:9]=[CH:8][CH:7]=1. (7) Given the reactants Cl[CH2:2][C:3]1[N:13]([CH2:14][CH2:15][CH:16]2[CH2:21][CH2:20][CH2:19][CH2:18][CH2:17]2)[C:6]2[N:7]=[C:8]([C:11]#[N:12])[N:9]=[CH:10][C:5]=2[CH:4]=1.[C:22]([O:26][C:27]([N:29]1[CH2:45][CH2:44][C:32]2([N:36]([C:37]3[CH:42]=[CH:41][CH:40]=[CH:39][CH:38]=3)[CH2:35][NH:34][C:33]2=[O:43])[CH2:31][CH2:30]1)=[O:28])([CH3:25])([CH3:24])[CH3:23].[H-].[Na+], predict the reaction product. The product is: [C:22]([O:26][C:27]([N:29]1[CH2:30][CH2:31][C:32]2([N:36]([C:37]3[CH:42]=[CH:41][CH:40]=[CH:39][CH:38]=3)[CH2:35][N:34]([CH2:2][C:3]3[N:13]([CH2:14][CH2:15][CH:16]4[CH2:21][CH2:20][CH2:19][CH2:18][CH2:17]4)[C:6]4[N:7]=[C:8]([C:11]#[N:12])[N:9]=[CH:10][C:5]=4[CH:4]=3)[C:33]2=[O:43])[CH2:44][CH2:45]1)=[O:28])([CH3:25])([CH3:23])[CH3:24]. (8) Given the reactants Cl.[CH2:2]([O:4][P:5]([CH2:10][CH2:11][NH2:12])(=[O:9])[O:6][CH2:7][CH3:8])[CH3:3].[C:13](Cl)([O:15][CH2:16][C:17]1[CH:22]=[CH:21][CH:20]=[CH:19][CH:18]=1)=[O:14].CCN(C(C)C)C(C)C, predict the reaction product. The product is: [CH2:7]([O:6][P:5]([CH2:10][CH2:11][NH:12][C:13]([O:15][CH2:16][C:17]1[CH:22]=[CH:21][CH:20]=[CH:19][CH:18]=1)=[O:14])(=[O:9])[O:4][CH2:2][CH3:3])[CH3:8]. (9) Given the reactants [CH3:1][C:2]1[CH:7]=[CH:6][C:5]([S:8]([CH3:11])(=[O:10])=[O:9])=[CH:4][C:3]=1[C:12]1[C:13]2[CH:20]=[C:19]([CH2:21][OH:22])[CH:18]=[CH:17][C:14]=2[S:15][CH:16]=1.O[C:24]1[CH:29]=[CH:28][C:27]([C@@H:30]([C:37]#[C:38][CH3:39])[CH2:31][C:32]([O:34][CH2:35][CH3:36])=[O:33])=[CH:26][CH:25]=1.P(CCCC)(CCCC)CCCC.C1CCN(C(N=NC(N2CCCCC2)=O)=O)CC1, predict the reaction product. The product is: [CH3:1][C:2]1[CH:7]=[CH:6][C:5]([S:8]([CH3:11])(=[O:10])=[O:9])=[CH:4][C:3]=1[C:12]1[C:13]2[CH:20]=[C:19]([CH2:21][O:22][C:24]3[CH:29]=[CH:28][C:27]([C@@H:30]([C:37]#[C:38][CH3:39])[CH2:31][C:32]([O:34][CH2:35][CH3:36])=[O:33])=[CH:26][CH:25]=3)[CH:18]=[CH:17][C:14]=2[S:15][CH:16]=1. (10) Given the reactants C([O:3][P:4]([C:9]([C:12]1[CH:17]=[CH:16][C:15]([CH2:18][N:19]([S:38]([C:41]2[CH:46]=[CH:45][CH:44]=[CH:43][CH:42]=2)(=[O:40])=[O:39])[CH2:20][C:21]2[CH:26]=[CH:25][C:24]([C:27]([P:30]([O:35]CC)([O:32]CC)=[O:31])([F:29])[F:28])=[CH:23][CH:22]=2)=[CH:14][C:13]=1[Br:47])([F:11])[F:10])(=[O:8])[O:5]CC)C.C[Si](N([Si](C)(C)C)C(=O)C(F)(F)F)(C)C.I[Si](C)(C)C, predict the reaction product. The product is: [C:41]1([S:38]([N:19]([CH2:18][C:15]2[CH:16]=[CH:17][C:12]([C:9]([P:4](=[O:3])([OH:5])[OH:8])([F:10])[F:11])=[C:13]([Br:47])[CH:14]=2)[CH2:20][C:21]2[CH:26]=[CH:25][C:24]([C:27]([F:29])([F:28])[P:30]([OH:32])([OH:35])=[O:31])=[CH:23][CH:22]=2)(=[O:39])=[O:40])[CH:46]=[CH:45][CH:44]=[CH:43][CH:42]=1.